This data is from Retrosynthesis with 50K atom-mapped reactions and 10 reaction types from USPTO. The task is: Predict the reactants needed to synthesize the given product. (1) Given the product NS(=O)(=O)c1cccc(-c2cccc(-c3cc(C(F)(F)F)cc(-c4ccc(C(F)(F)F)cc4)n3)c2)c1, predict the reactants needed to synthesize it. The reactants are: CC1(C)OB(c2cccc(S(N)(=O)=O)c2)OC1(C)C.FC(F)(F)c1ccc(-c2cc(C(F)(F)F)cc(-c3cccc(Br)c3)n2)cc1. (2) Given the product CC(C)(C)OC(=O)N1CCC(NC(=O)OCc2ccccc2)C(C)(C)C1, predict the reactants needed to synthesize it. The reactants are: CC(C)(C)OC(=O)N1CCC(N)C(C)(C)C1.O=C(Cl)OCc1ccccc1. (3) Given the product Cc1nc(N(Cc2ccccc2)Cc2ccccc2)c(N)c(NNC(=O)OC(C)(C)C)c1C, predict the reactants needed to synthesize it. The reactants are: Cc1nc(N(Cc2ccccc2)Cc2ccccc2)c([N+](=O)[O-])c(NNC(=O)OC(C)(C)C)c1C. (4) Given the product COC(=O)c1ccc2c(c1)SCCC2NC(=O)OCc1ccccc1, predict the reactants needed to synthesize it. The reactants are: COC(=O)c1ccc2c(c1)SCCC2N.O=C(Cl)OCc1ccccc1. (5) Given the product CN(c1nc(O)c(O)c2c1CCN(Cc1ccc(F)cc1)C2=O)S(C)(=O)=O, predict the reactants needed to synthesize it. The reactants are: COc1c(O)nc(N(C)S(C)(=O)=O)c2c1C(=O)N(Cc1ccc(F)cc1)CC2. (6) Given the product COC(=O)C1CCCN1N=CCC(C)C, predict the reactants needed to synthesize it. The reactants are: CC(C)CC=O.COC(=O)C1CCCN1N. (7) Given the product CCCc1c(Cc2ccc(-c3ccccc3C#N)cc2)c(=O)n([C@H]2CC[C@H](C(=O)O)CC2)c2ncnn12, predict the reactants needed to synthesize it. The reactants are: CCCc1c(Cc2ccc(-c3ccccc3C#N)cc2)c(=O)n([C@H]2CC[C@H](C(=O)OCC)CC2)c2ncnn12.